From a dataset of CYP2C9 inhibition data for predicting drug metabolism from PubChem BioAssay. Regression/Classification. Given a drug SMILES string, predict its absorption, distribution, metabolism, or excretion properties. Task type varies by dataset: regression for continuous measurements (e.g., permeability, clearance, half-life) or binary classification for categorical outcomes (e.g., BBB penetration, CYP inhibition). Dataset: cyp2c9_veith. (1) The drug is C/C(CCc1ccc2c(c1)OCO2)=N\N=C1\NC(=O)CC(C(=O)Nc2ccccc2)S1. The result is 1 (inhibitor). (2) The drug is Cc1ccc(NC(=O)NNC(=O)Cn2nc(-c3ccccc3)c(-c3ccccc3)c(C#N)c2=O)cc1. The result is 1 (inhibitor).